This data is from Full USPTO retrosynthesis dataset with 1.9M reactions from patents (1976-2016). The task is: Predict the reactants needed to synthesize the given product. (1) Given the product [CH2:1]([C:5]1[CH:6]=[C:7]([CH2:8][OH:9])[CH:10]=[CH:11][CH:12]=1)[CH2:2][CH:3]=[CH2:4], predict the reactants needed to synthesize it. The reactants are: [CH2:1]([C:5]1[CH:6]=[C:7]([CH:10]=[CH:11][CH:12]=1)[CH:8]=[O:9])[CH2:2][CH:3]=[CH2:4].[BH4-].[Na+]. (2) Given the product [F:3][C:4]1[CH:12]=[CH:11][C:10]([C:13]([OH:15])=[O:1])=[C:9]2[C:5]=1[CH:6]=[CH:7][NH:8]2, predict the reactants needed to synthesize it. The reactants are: [OH-:1].[K+].[F:3][C:4]1[CH:12]=[CH:11][C:10]([C:13]#N)=[C:9]2[C:5]=1[CH:6]=[CH:7][NH:8]2.[OH2:15].CCO. (3) Given the product [F:20][C:21]1[C:22]([C:36]([F:37])([F:38])[F:39])=[C:23]([C:9]2[CH:18]=[CH:17][C:12]([C:13]([O:15][CH3:16])=[O:14])=[CH:11][C:10]=2[CH3:19])[CH:24]=[CH:25][CH:26]=1, predict the reactants needed to synthesize it. The reactants are: C1(C)C=CC=CC=1.I[C:9]1[CH:18]=[CH:17][C:12]([C:13]([O:15][CH3:16])=[O:14])=[CH:11][C:10]=1[CH3:19].[F:20][C:21]1[C:22]([C:36]([F:39])([F:38])[F:37])=[C:23](B2OC(C)(C)C(C)(C)O2)[CH:24]=[CH:25][CH:26]=1.P([O-])([O-])([O-])=O.[K+].[K+].[K+]. (4) Given the product [Cl:14][C:15]1[CH:16]=[C:17]([S:21]([NH:13][C:10]2[CH:9]=[CH:8][C:7]([CH2:6][O:5][CH2:4][CH:1]3[CH2:3][CH2:2]3)=[CH:12][N:11]=2)(=[O:23])=[O:22])[CH:18]=[CH:19][CH:20]=1, predict the reactants needed to synthesize it. The reactants are: [CH:1]1([CH2:4][O:5][CH2:6][C:7]2[CH:8]=[CH:9][C:10]([NH2:13])=[N:11][CH:12]=2)[CH2:3][CH2:2]1.[Cl:14][C:15]1[CH:16]=[C:17]([S:21](Cl)(=[O:23])=[O:22])[CH:18]=[CH:19][CH:20]=1. (5) Given the product [CH3:13][N:12]([CH3:14])[CH:9]1[CH2:10][CH2:11][NH:6][CH2:7][CH:8]1[CH3:15], predict the reactants needed to synthesize it. The reactants are: C([N:6]1[CH2:11][CH2:10][CH:9]([N:12]([CH3:14])[CH3:13])[CH:8]([CH3:15])[CH2:7]1)(OCC)=O. (6) Given the product [NH2:1][C:4]1[CH:14]=[C:13]([CH2:15][N:16]2[CH2:17][CH2:18][CH:19]([N:22]3[CH2:26][CH2:25][CH2:24][CH2:23]3)[CH2:20][CH2:21]2)[C:12]([O:27][C:28]([F:30])([F:31])[F:29])=[CH:11][C:5]=1[C:6]([O:8][CH2:9][CH3:10])=[O:7], predict the reactants needed to synthesize it. The reactants are: [N+:1]([C:4]1[CH:14]=[C:13]([CH2:15][N:16]2[CH2:21][CH2:20][CH:19]([N:22]3[CH2:26][CH2:25][CH2:24][CH2:23]3)[CH2:18][CH2:17]2)[C:12]([O:27][C:28]([F:31])([F:30])[F:29])=[CH:11][C:5]=1[C:6]([O:8][CH2:9][CH3:10])=[O:7])([O-])=O.ClC1C=CC(S(C2CC2)(=O)=O)=C(C=1)N.[Cl-].[NH4+].Cl. (7) Given the product [NH2:1][C:2]1[C:7]([C:8]#[N:9])=[C:6]([N:10]2[CH2:15][CH2:14][CH:13]([C:16]3[N:17]([CH2:32][CH2:33][NH:34][CH:35]4[CH2:39][CH2:37][CH2:38][CH2:36]4)[CH:18]=[C:19]([C:21]4[CH:26]=[CH:25][C:24]([F:27])=[C:23]([C:28]([F:31])([F:29])[F:30])[CH:22]=4)[N:20]=3)[CH2:12][CH2:11]2)[N:5]=[CH:4][N:3]=1, predict the reactants needed to synthesize it. The reactants are: [NH2:1][C:2]1[C:7]([C:8]#[N:9])=[C:6]([N:10]2[CH2:15][CH2:14][CH:13]([C:16]3[N:17]([CH2:32][CH2:33][NH:34][CH2:35][CH:36]4[CH2:38][CH2:37]4)[CH:18]=[C:19]([C:21]4[CH:26]=[CH:25][C:24]([F:27])=[C:23]([C:28]([F:31])([F:30])[F:29])[CH:22]=4)[N:20]=3)[CH2:12][CH2:11]2)[N:5]=[CH:4][N:3]=1.[CH:39]1(N)CCCC1. (8) Given the product [Cl:1][C:2]1[N:7]=[C:6]([C:11]2[C:20]3[C:15](=[CH:16][CH:17]=[CH:18][CH:19]=3)[CH:14]=[CH:13][N:12]=2)[C:5]([CH3:9])=[CH:4][N:3]=1, predict the reactants needed to synthesize it. The reactants are: [Cl:1][C:2]1[N:7]=[C:6](N)[C:5]([CH3:9])=[CH:4][N:3]=1.Cl[C:11]1[C:20]2[C:15](=[CH:16][CH:17]=[CH:18][CH:19]=2)[CH:14]=[CH:13][N:12]=1.C([O-])([O-])=O.[Cs+].[Cs+]. (9) The reactants are: [F:1][C:2]1[CH:10]=[C:9]2[C:5]([C:6]([C:20]3[CH:21]=[N:22][N:23](C(OC(C)(C)C)=O)[CH:24]=3)=[CH:7][N:8]2[S:11]([C:14]2[CH:19]=[CH:18][CH:17]=[CH:16][CH:15]=2)(=[O:13])=[O:12])=[CH:4][CH:3]=1.Cl. Given the product [F:1][C:2]1[CH:10]=[C:9]2[C:5]([C:6]([C:20]3[CH:24]=[N:23][NH:22][CH:21]=3)=[CH:7][N:8]2[S:11]([C:14]2[CH:15]=[CH:16][CH:17]=[CH:18][CH:19]=2)(=[O:12])=[O:13])=[CH:4][CH:3]=1, predict the reactants needed to synthesize it. (10) Given the product [CH2:16]([N:7]1[CH2:6][CH:12]2[CH2:11][CH2:10][CH:9]([C:23]3[CH:24]=[CH:5][C:4]([N+:1]([O-:3])=[O:2])=[CH:14][C:13]=32)[CH2:8]1)[CH3:15], predict the reactants needed to synthesize it. The reactants are: [N+:1]([C:4]1[CH:14]=[CH:13][C:12]2[CH:11]3[CH2:15][CH2:16][N:7]([CH2:8][CH2:9][CH2:10]3)[C:6]=2[CH:5]=1)([O-:3])=[O:2].C([O-])([O-])=O.[K+].[K+].[CH2:23](I)[CH3:24].